Dataset: Full USPTO retrosynthesis dataset with 1.9M reactions from patents (1976-2016). Task: Predict the reactants needed to synthesize the given product. (1) Given the product [OH:3][CH:2]([CH2:7][C:6](=[O:8])[C:9]1[CH:14]=[CH:13][CH:12]=[CH:11][N:10]=1)[C:1]([O-:5])=[O:4].[K+:19], predict the reactants needed to synthesize it. The reactants are: [C:1]([OH:5])(=[O:4])[CH:2]=[O:3].[C:6]([C:9]1[CH:14]=[CH:13][CH:12]=[CH:11][N:10]=1)(=[O:8])[CH3:7].C(=O)([O-])[O-].[K+:19].[K+].[OH-].[K+]. (2) The reactants are: [N:1]1([C:9]([O:11][C:12]([CH3:15])([CH3:14])[CH3:13])=[O:10])[CH2:8][CH2:7][CH2:6][C@@H:2]1[C:3]([OH:5])=O.CN(C(ON1N=NC2C=CC=CC1=2)=[N+](C)C)C.F[P-](F)(F)(F)(F)F.C(N(CC)CC)C.[CH2:47]([NH2:57])[C:48]1[CH:56]=[CH:55][C:54]2[O:53][CH2:52][O:51][C:50]=2[CH:49]=1. Given the product [C:12]([O:11][C:9]([N:1]1[CH2:8][CH2:7][CH2:6][CH:2]1[C:3](=[O:5])[NH:57][CH2:47][C:48]1[CH:56]=[CH:55][C:54]2[O:53][CH2:52][O:51][C:50]=2[CH:49]=1)=[O:10])([CH3:15])([CH3:14])[CH3:13], predict the reactants needed to synthesize it. (3) The reactants are: [NH2:1][C:2]1[C:3]([Cl:13])=[C:4]([CH:9]=[C:10]([Cl:12])[CH:11]=1)[C:5]([O:7][CH3:8])=[O:6].CCN(C(C)C)C(C)C.[S:23](O[S:23]([C:26]([F:29])([F:28])[F:27])(=[O:25])=[O:24])([C:26]([F:29])([F:28])[F:27])(=[O:25])=[O:24]. Given the product [Cl:13][C:3]1[C:2]([NH:1][S:23]([C:26]([F:29])([F:28])[F:27])(=[O:25])=[O:24])=[CH:11][C:10]([Cl:12])=[CH:9][C:4]=1[C:5]([O:7][CH3:8])=[O:6], predict the reactants needed to synthesize it. (4) Given the product [Cl:26][C:14]1[C:13]2[CH:12]=[C:11]([O:10][CH:7]3[CH2:8][CH2:9][N:4]([CH:1]([CH3:3])[CH3:2])[CH2:5][CH2:6]3)[CH:19]=[CH:18][C:17]=2[N:16]2[C@H:20]([CH3:25])[CH2:21][NH:22][C:23](=[O:24])[C:15]=12, predict the reactants needed to synthesize it. The reactants are: [CH:1]([N:4]1[CH2:9][CH2:8][CH:7]([O:10][C:11]2[CH:19]=[CH:18][C:17]3[N:16]4[C@H:20]([CH3:25])[CH2:21][NH:22][C:23](=[O:24])[C:15]4=[CH:14][C:13]=3[CH:12]=2)[CH2:6][CH2:5]1)([CH3:3])[CH3:2].[Cl:26]N1C(=O)CCC1=O.[OH-].[Na+]. (5) Given the product [F:26][C:27]1[CH:34]=[CH:33][C:32]([C:35]([F:36])([F:37])[F:38])=[CH:31][C:28]=1[CH2:29][N:4]1[C:5]2[C:6](=[N:7][C:8]([C:11]3[CH:18]=[CH:17][CH:16]=[CH:15][C:12]=3[C:13]#[N:14])=[CH:9][CH:10]=2)[N:2]([CH3:1])[C:3]1=[O:19], predict the reactants needed to synthesize it. The reactants are: [CH3:1][N:2]1[C:6]2=[N:7][C:8]([C:11]3[CH:18]=[CH:17][CH:16]=[CH:15][C:12]=3[C:13]#[N:14])=[CH:9][CH:10]=[C:5]2[NH:4][C:3]1=[O:19].C(=O)([O-])[O-].[Cs+].[Cs+].[F:26][C:27]1[CH:34]=[CH:33][C:32]([C:35]([F:38])([F:37])[F:36])=[CH:31][C:28]=1[CH2:29]Br. (6) Given the product [Cl:12][C:13]1[CH:14]=[C:15]2[C:19](=[CH:20][CH:21]=1)[NH:18][C:17](=[O:22])[C:16]2=[CH:1][C:3]1[CH:4]=[CH:5][C:6]2[O:10][CH2:9][CH2:8][C:7]=2[CH:11]=1, predict the reactants needed to synthesize it. The reactants are: [CH:1]([C:3]1[CH:4]=[CH:5][C:6]2[O:10][CH2:9][CH2:8][C:7]=2[CH:11]=1)=O.[Cl:12][C:13]1[CH:14]=[C:15]2[C:19](=[CH:20][CH:21]=1)[NH:18][C:17](=[O:22])[CH2:16]2. (7) Given the product [F:12][C:10]1[CH:9]=[C:8]([F:13])[CH:7]=[C:6]2[C:11]=1[C:2]([NH:38][C:34]1[CH:35]=[N:36][CH:37]=[C:32]([N:29]3[CH2:30][CH2:31][O:26][CH2:27][CH2:28]3)[CH:33]=1)=[C:3]([CH3:25])[C:4]([C:14]1[CH:19]=[C:18]([CH3:20])[CH:17]=[CH:16][C:15]=1[S:21]([CH3:24])(=[O:23])=[O:22])=[N:5]2, predict the reactants needed to synthesize it. The reactants are: Cl[C:2]1[C:11]2[C:6](=[CH:7][C:8]([F:13])=[CH:9][C:10]=2[F:12])[N:5]=[C:4]([C:14]2[CH:19]=[C:18]([CH3:20])[CH:17]=[CH:16][C:15]=2[S:21]([CH3:24])(=[O:23])=[O:22])[C:3]=1[CH3:25].[O:26]1[CH2:31][CH2:30][N:29]([C:32]2[CH:33]=[C:34]([NH2:38])[CH:35]=[N:36][CH:37]=2)[CH2:28][CH2:27]1. (8) Given the product [F:26][C:27]1[CH:33]=[C:32]([F:34])[CH:31]=[CH:30][C:28]=1[NH:29][C:2]1[C:11]2=[N:12][NH:13][CH:14]=[C:10]2[C:9]2[CH:8]=[C:7]([O:24][CH3:25])[CH:6]=[CH:5][C:4]=2[N:3]=1, predict the reactants needed to synthesize it. The reactants are: Cl[C:2]1[C:11]2=[N:12][N:13](CC3C=CC(OC)=CC=3)[CH:14]=[C:10]2[C:9]2[CH:8]=[C:7]([O:24][CH3:25])[CH:6]=[CH:5][C:4]=2[N:3]=1.[F:26][C:27]1[CH:33]=[C:32]([F:34])[CH:31]=[CH:30][C:28]=1[NH2:29].Cl. (9) Given the product [CH2:17]([C:19]1[CH:26]=[CH:25][C:22]([CH:23]2[C:8]3[NH:9][C:10]4[C:15]([C:7]=3[CH2:6][CH:4]([C:3]([O:2][CH3:1])=[O:16])[NH:5]2)=[CH:14][CH:13]=[CH:12][CH:11]=4)=[CH:21][CH:20]=1)[CH3:18], predict the reactants needed to synthesize it. The reactants are: [CH3:1][O:2][C:3](=[O:16])[C@H:4]([CH2:6][C:7]1[C:15]2[C:10](=[CH:11][CH:12]=[CH:13][CH:14]=2)[NH:9][CH:8]=1)[NH2:5].[CH2:17]([C:19]1[CH:26]=[CH:25][C:22]([CH:23]=O)=[CH:21][CH:20]=1)[CH3:18].